Task: Regression. Given two drug SMILES strings and cell line genomic features, predict the synergy score measuring deviation from expected non-interaction effect.. Dataset: NCI-60 drug combinations with 297,098 pairs across 59 cell lines (1) Drug 1: CCC1(CC2CC(C3=C(CCN(C2)C1)C4=CC=CC=C4N3)(C5=C(C=C6C(=C5)C78CCN9C7C(C=CC9)(C(C(C8N6C)(C(=O)OC)O)OC(=O)C)CC)OC)C(=O)OC)O.OS(=O)(=O)O. Drug 2: C#CCC(CC1=CN=C2C(=N1)C(=NC(=N2)N)N)C3=CC=C(C=C3)C(=O)NC(CCC(=O)O)C(=O)O. Cell line: MDA-MB-435. Synergy scores: CSS=5.25, Synergy_ZIP=-7.06, Synergy_Bliss=-6.85, Synergy_Loewe=-7.98, Synergy_HSA=-7.34. (2) Drug 1: C1CC(=O)NC(=O)C1N2CC3=C(C2=O)C=CC=C3N. Drug 2: CC1C(C(CC(O1)OC2CC(CC3=C2C(=C4C(=C3O)C(=O)C5=C(C4=O)C(=CC=C5)OC)O)(C(=O)C)O)N)O.Cl. Cell line: HCT-15. Synergy scores: CSS=11.9, Synergy_ZIP=-4.64, Synergy_Bliss=2.52, Synergy_Loewe=1.76, Synergy_HSA=1.79. (3) Drug 1: C1CCC(CC1)NC(=O)N(CCCl)N=O. Cell line: SN12C. Drug 2: CCN(CC)CCCC(C)NC1=C2C=C(C=CC2=NC3=C1C=CC(=C3)Cl)OC. Synergy scores: CSS=20.0, Synergy_ZIP=-2.77, Synergy_Bliss=5.84, Synergy_Loewe=-0.171, Synergy_HSA=5.75. (4) Drug 1: CCCCCOC(=O)NC1=NC(=O)N(C=C1F)C2C(C(C(O2)C)O)O. Drug 2: CS(=O)(=O)OCCCCOS(=O)(=O)C. Cell line: COLO 205. Synergy scores: CSS=28.4, Synergy_ZIP=-5.94, Synergy_Bliss=-5.56, Synergy_Loewe=-0.853, Synergy_HSA=-0.655. (5) Drug 1: CC1C(C(=O)NC(C(=O)N2CCCC2C(=O)N(CC(=O)N(C(C(=O)O1)C(C)C)C)C)C(C)C)NC(=O)C3=C4C(=C(C=C3)C)OC5=C(C(=O)C(=C(C5=N4)C(=O)NC6C(OC(=O)C(N(C(=O)CN(C(=O)C7CCCN7C(=O)C(NC6=O)C(C)C)C)C)C(C)C)C)N)C. Drug 2: CN(C(=O)NC(C=O)C(C(C(CO)O)O)O)N=O. Cell line: TK-10. Synergy scores: CSS=4.33, Synergy_ZIP=-1.28, Synergy_Bliss=0.376, Synergy_Loewe=-8.28, Synergy_HSA=-0.788.